Dataset: Full USPTO retrosynthesis dataset with 1.9M reactions from patents (1976-2016). Task: Predict the reactants needed to synthesize the given product. (1) Given the product [S:10]1[CH:11]=[CH:12][C:8]([C:5]2[CH:4]=[N:3][C:2]([NH:13][C:14]3[CH:15]=[C:16]([CH:20]=[CH:21][CH:22]=3)[C:17]([OH:19])=[O:18])=[N:7][CH:6]=2)=[CH:9]1, predict the reactants needed to synthesize it. The reactants are: F[C:2]1[N:7]=[CH:6][C:5]([C:8]2[CH:12]=[CH:11][S:10][CH:9]=2)=[CH:4][N:3]=1.[NH2:13][C:14]1[CH:15]=[C:16]([CH:20]=[CH:21][CH:22]=1)[C:17]([OH:19])=[O:18].C(N(C(C)C)CC)(C)C. (2) Given the product [F:26][P-:27]([F:32])([F:31])([F:30])([F:29])[F:28].[C:1]([C:5]1[CH:10]=[C:9]([CH3:17])[CH:8]=[C:7]([C:12]([CH3:15])([CH3:14])[CH3:13])[Se+:6]=1)([CH3:4])([CH3:3])[CH3:2], predict the reactants needed to synthesize it. The reactants are: [C:1]([C:5]1[Se:6][C:7]([C:12]([CH3:15])([CH3:14])[CH3:13])=[CH:8][C:9](=O)[CH:10]=1)([CH3:4])([CH3:3])[CH3:2].S1(=O)C=CC=C[CH2:17]1.C[Mg]Br.[F:26][P-:27]([F:32])([F:31])([F:30])([F:29])[F:28].[H+]. (3) Given the product [O:1]=[C:2]1[CH2:7][CH:6]2[N:8]([C:9]([O:11][CH2:12][C:13]3[CH:18]=[CH:17][CH:16]=[CH:15][CH:14]=3)=[O:10])[CH:3]1[CH2:4][C@H:5]2[C:19]([O:21][CH2:22][CH3:23])=[O:20], predict the reactants needed to synthesize it. The reactants are: [OH:1][CH:2]1[CH2:7][CH:6]2[N:8]([C:9]([O:11][CH2:12][C:13]3[CH:18]=[CH:17][CH:16]=[CH:15][CH:14]=3)=[O:10])[CH:3]1[CH2:4][C@H:5]2[C:19]([O:21][CH2:22][CH3:23])=[O:20].CC(OI1(OC(C)=O)(OC(C)=O)OC(=O)C2C=CC=CC1=2)=O. (4) Given the product [Cl:1][C:2]1[CH:3]=[C:4]2[C:5](=[CH:6][CH:7]=1)[CH:59]=[C:58]([S:47]([C:25]([CH3:46])([CH3:45])[CH2:26][C:27]([N:29]1[CH2:34][CH2:33][CH:32]([N:35]3[CH2:39][C:38]4=[CH:40][N:41]=[C:42]([CH3:43])[N:37]4[C:36]3=[O:44])[CH2:31][CH2:30]1)=[O:28])(=[O:51])=[O:49])[CH:60]=[CH:8]2, predict the reactants needed to synthesize it. The reactants are: [Cl:1][C:2]1[CH:7]=[CH:6][CH:5]=[C:4]([C:8](OO)=O)[CH:3]=1.Cl.ClC1C=C2C(=CC=1)C=C(S[C:25]([CH3:46])([CH3:45])[CH2:26][C:27]([N:29]1[CH2:34][CH2:33][CH:32]([N:35]3[CH2:39][C:38]4=[CH:40][N:41]=[C:42]([CH3:43])[N:37]4[C:36]3=[O:44])[CH2:31][CH2:30]1)=[O:28])C=C2.[S:47]([O-:51])([O-])(=[O:49])=S.[Na+].[Na+].C(O[CH2:58][CH3:59])(=O)C.[CH3:60]O.